From a dataset of Peptide-MHC class II binding affinity with 134,281 pairs from IEDB. Regression. Given a peptide amino acid sequence and an MHC pseudo amino acid sequence, predict their binding affinity value. This is MHC class II binding data. (1) The peptide sequence is STIFPFRRLFMVADV. The MHC is HLA-DPA10301-DPB10402 with pseudo-sequence HLA-DPA10301-DPB10402. The binding affinity (normalized) is 0.555. (2) The peptide sequence is WKRMEVGQQAVEVWQ. The MHC is DRB1_0301 with pseudo-sequence DRB1_0301. The binding affinity (normalized) is 0.423. (3) The peptide sequence is GELQIVDKIQAAFKI. The MHC is DRB1_0802 with pseudo-sequence DRB1_0802. The binding affinity (normalized) is 0.562.